Dataset: Full USPTO retrosynthesis dataset with 1.9M reactions from patents (1976-2016). Task: Predict the reactants needed to synthesize the given product. Given the product [NH:19]1[CH2:20][CH2:21][CH:16]([N:15]2[CH2:13][CH2:12][C:7]3[CH:8]=[CH:9][CH:10]=[CH:11][C:6]=3[NH:5][C:3]2=[O:2])[CH2:17][CH2:18]1, predict the reactants needed to synthesize it. The reactants are: C[O:2][C:3]([NH:5][C:6]1[CH:11]=[CH:10][CH:9]=[CH:8][C:7]=1[CH2:12][C:13]([NH:15][CH:16]1[CH2:21][CH2:20][N:19](CC2C=CC=CC=2)[CH2:18][CH2:17]1)=O)=O.[H][H].